This data is from Peptide-MHC class I binding affinity with 185,985 pairs from IEDB/IMGT. The task is: Regression. Given a peptide amino acid sequence and an MHC pseudo amino acid sequence, predict their binding affinity value. This is MHC class I binding data. (1) The peptide sequence is VPRPCQKSL. The MHC is HLA-B51:01 with pseudo-sequence HLA-B51:01. The binding affinity (normalized) is 0.0847. (2) The peptide sequence is SIFRYSSV. The MHC is H-2-Db with pseudo-sequence H-2-Db. The binding affinity (normalized) is 0.336. (3) The peptide sequence is SSLVDEFVVS. The MHC is H-2-Db with pseudo-sequence H-2-Db. The binding affinity (normalized) is 0.0837.